This data is from Peptide-MHC class I binding affinity with 185,985 pairs from IEDB/IMGT. The task is: Regression. Given a peptide amino acid sequence and an MHC pseudo amino acid sequence, predict their binding affinity value. This is MHC class I binding data. The peptide sequence is QRNGRIDRY. The MHC is HLA-A26:02 with pseudo-sequence HLA-A26:02. The binding affinity (normalized) is 0.0847.